From a dataset of NCI-60 drug combinations with 297,098 pairs across 59 cell lines. Regression. Given two drug SMILES strings and cell line genomic features, predict the synergy score measuring deviation from expected non-interaction effect. (1) Drug 1: C1=CN(C=N1)CC(O)(P(=O)(O)O)P(=O)(O)O. Drug 2: CCC1(C2=C(COC1=O)C(=O)N3CC4=CC5=C(C=CC(=C5CN(C)C)O)N=C4C3=C2)O.Cl. Cell line: HCC-2998. Synergy scores: CSS=20.1, Synergy_ZIP=-1.14, Synergy_Bliss=3.05, Synergy_Loewe=-7.60, Synergy_HSA=4.66. (2) Drug 1: C1=CN(C=N1)CC(O)(P(=O)(O)O)P(=O)(O)O. Drug 2: C1CNP(=O)(OC1)N(CCCl)CCCl. Cell line: NCI-H226. Synergy scores: CSS=-3.34, Synergy_ZIP=2.70, Synergy_Bliss=0.495, Synergy_Loewe=-3.16, Synergy_HSA=-4.06. (3) Drug 1: CNC(=O)C1=CC=CC=C1SC2=CC3=C(C=C2)C(=NN3)C=CC4=CC=CC=N4. Drug 2: C1CNP(=O)(OC1)N(CCCl)CCCl. Cell line: DU-145. Synergy scores: CSS=-2.00, Synergy_ZIP=1.75, Synergy_Bliss=1.36, Synergy_Loewe=-1.22, Synergy_HSA=-0.978. (4) Drug 1: C1=CC(=CC=C1C#N)C(C2=CC=C(C=C2)C#N)N3C=NC=N3. Drug 2: C1CN1C2=NC(=NC(=N2)N3CC3)N4CC4. Cell line: HCC-2998. Synergy scores: CSS=19.2, Synergy_ZIP=4.62, Synergy_Bliss=2.73, Synergy_Loewe=-3.05, Synergy_HSA=-0.336. (5) Drug 1: CN(CC1=CN=C2C(=N1)C(=NC(=N2)N)N)C3=CC=C(C=C3)C(=O)NC(CCC(=O)O)C(=O)O. Drug 2: CC1=C(C(CCC1)(C)C)C=CC(=CC=CC(=CC(=O)O)C)C. Cell line: CAKI-1. Synergy scores: CSS=39.9, Synergy_ZIP=-6.59, Synergy_Bliss=-6.18, Synergy_Loewe=-15.3, Synergy_HSA=-5.80. (6) Drug 1: CCCCCOC(=O)NC1=NC(=O)N(C=C1F)C2C(C(C(O2)C)O)O. Drug 2: C(CN)CNCCSP(=O)(O)O. Cell line: OVCAR-4. Synergy scores: CSS=-1.71, Synergy_ZIP=1.66, Synergy_Bliss=1.31, Synergy_Loewe=-1.77, Synergy_HSA=-1.53.